This data is from Reaction yield outcomes from USPTO patents with 853,638 reactions. The task is: Predict the reaction yield, written as a fraction of the theoretical maximum amount of product (1.0 means a 100% yield; for example, 0.34 means a 34% yield). (1) The reactants are [CH3:1][C:2]1([CH3:9])[CH2:7][C:6](=O)[CH2:5][CH2:4][O:3]1.C[Si]([N-][Si](C)(C)C)(C)C.[Li+].Cl[C:21](=O)[C:22]([O:24][CH2:25][CH3:26])=[O:23].[CH3:28][NH:29][NH2:30]. The catalyst is C1(C)C=CC=CC=1.O.CCO.CC(O)=O. The product is [CH3:28][N:29]1[C:6]2[CH2:7][C:2]([CH3:9])([CH3:1])[O:3][CH2:4][C:5]=2[C:21]([C:22]([O:24][CH2:25][CH3:26])=[O:23])=[N:30]1. The yield is 0.380. (2) The reactants are [Cl:1][C:2]1[CH:9]=[CH:8][C:5]([CH2:6][OH:7])=[CH:4][C:3]=1[O:10][CH2:11][CH3:12]. The catalyst is ClCCl.O=[Mn]=O. The product is [Cl:1][C:2]1[CH:9]=[CH:8][C:5]([CH:6]=[O:7])=[CH:4][C:3]=1[O:10][CH2:11][CH3:12]. The yield is 0.520.